From a dataset of Forward reaction prediction with 1.9M reactions from USPTO patents (1976-2016). Predict the product of the given reaction. Given the reactants [NH2:1][C:2]1[CH:3]=[CH:4][C:5]2[N:6]([CH:8]=[C:9]([NH:11][C:12](=[O:23])[C:13]3[CH:18]=[CH:17][C:16]([C:19]([CH3:22])([CH3:21])[CH3:20])=[CH:15][CH:14]=3)[N:10]=2)[N:7]=1.CO.[ClH:26], predict the reaction product. The product is: [ClH:26].[NH2:1][C:2]1[CH:3]=[CH:4][C:5]2[N:6]([CH:8]=[C:9]([NH:11][C:12](=[O:23])[C:13]3[CH:18]=[CH:17][C:16]([C:19]([CH3:21])([CH3:20])[CH3:22])=[CH:15][CH:14]=3)[N:10]=2)[N:7]=1.